Dataset: NCI-60 drug combinations with 297,098 pairs across 59 cell lines. Task: Regression. Given two drug SMILES strings and cell line genomic features, predict the synergy score measuring deviation from expected non-interaction effect. Drug 1: CC1=C(C=C(C=C1)NC2=NC=CC(=N2)N(C)C3=CC4=NN(C(=C4C=C3)C)C)S(=O)(=O)N.Cl. Drug 2: CC1C(C(CC(O1)OC2CC(CC3=C2C(=C4C(=C3O)C(=O)C5=CC=CC=C5C4=O)O)(C(=O)C)O)N)O. Cell line: IGROV1. Synergy scores: CSS=51.6, Synergy_ZIP=1.22, Synergy_Bliss=4.57, Synergy_Loewe=-28.1, Synergy_HSA=1.74.